Dataset: Full USPTO retrosynthesis dataset with 1.9M reactions from patents (1976-2016). Task: Predict the reactants needed to synthesize the given product. (1) Given the product [NH2:10][C:8]1[CH:7]=[CH:6][C:5]([O:11][C:12]([F:13])([F:14])[F:15])=[C:4]([CH2:3][OH:2])[CH:9]=1, predict the reactants needed to synthesize it. The reactants are: C[O:2][C:3](=O)[C:4]1[CH:9]=[C:8]([NH2:10])[CH:7]=[CH:6][C:5]=1[O:11][C:12]([F:15])([F:14])[F:13].[H-].[Al+3].[Li+].[H-].[H-].[H-]. (2) Given the product [NH2:8][C@@H:9]([CH2:42][C:43]1[CH:44]=[CH:45][CH:46]=[CH:47][CH:48]=1)[CH2:10][C@H:11]([OH:15])[C@@H:12]([NH:13][C:18](=[O:19])[O:20][CH2:21][C:22]1[CH:23]=[CH:24][CH:25]=[CH:26][CH:27]=1)[CH2:28][C:29]1[CH:30]=[CH:31][C:32]([C:35]2[CH:40]=[CH:39][C:38]([CH3:41])=[CH:37][N:36]=2)=[CH:33][CH:34]=1, predict the reactants needed to synthesize it. The reactants are: C(OC([NH:8][C@@H:9]([CH2:42][C:43]1[CH:48]=[CH:47][CH:46]=[CH:45][CH:44]=1)[CH2:10][C@@H:11]1[O:15]C(C)(C)[N:13]([C:18]([O:20][CH2:21][C:22]2[CH:27]=[CH:26][CH:25]=[CH:24][CH:23]=2)=[O:19])[C@H:12]1[CH2:28][C:29]1[CH:34]=[CH:33][C:32]([C:35]2[CH:40]=[CH:39][C:38]([CH3:41])=[CH:37][N:36]=2)=[CH:31][CH:30]=1)=O)(C)(C)C.CO.Cl. (3) Given the product [NH2:1][C:2]1[C:7]2=[C:8]([C:18]3[CH:19]=[CH:20][C:21]([NH2:24])=[CH:22][CH:23]=3)[CH:9]=[C:10]([C:11]([O:13][CH2:14][CH2:15][CH2:16][CH3:17])=[O:12])[N:6]2[N:5]=[CH:4][N:3]=1, predict the reactants needed to synthesize it. The reactants are: [NH2:1][C:2]1[C:7]2=[C:8]([C:18]3[CH:23]=[CH:22][C:21]([NH:24]C(OC(C)(C)C)=O)=[CH:20][CH:19]=3)[CH:9]=[C:10]([C:11]([O:13][CH2:14][CH2:15][CH2:16][CH3:17])=[O:12])[N:6]2[N:5]=[CH:4][N:3]=1.C(O)(C(F)(F)F)=O. (4) Given the product [Br:12][C:13]1[CH:20]=[CH:19][C:16]([CH2:17][NH:11][C:1]23[CH2:8][CH:7]4[CH2:6][CH:5]([CH2:4][CH:3]([CH2:9]4)[CH2:2]2)[CH2:10]3)=[CH:15][CH:14]=1, predict the reactants needed to synthesize it. The reactants are: [C:1]12([NH2:11])[CH2:10][CH:5]3[CH2:6][CH:7]([CH2:9][CH:3]([CH2:4]3)[CH2:2]1)[CH2:8]2.[Br:12][C:13]1[CH:20]=[CH:19][C:16]([CH:17]=O)=[CH:15][CH:14]=1. (5) Given the product [C:18](=[O:19])([O:17][C:12]1[CH:13]=[CH:14][CH:15]=[CH:16][N:11]=1)[O:7][C:5]([CH3:8])([C:4]([F:10])([F:3])[CH3:9])[CH3:6], predict the reactants needed to synthesize it. The reactants are: [H-].[Na+].[F:3][C:4]([F:10])([CH3:9])[C:5]([CH3:8])([OH:7])[CH3:6].[N:11]1[CH:16]=[CH:15][CH:14]=[CH:13][C:12]=1[O:17][C:18](=O)[O:19]C1C=CC=CN=1. (6) Given the product [CH2:1]([O:8][C:9]([N:11]([CH3:27])[C@@H:12]([C@@H:23]([CH3:26])[CH2:24][CH3:25])[C@H:13]([O:22][CH3:28])[CH2:14][C:15]([O:17][C:18]([CH3:20])([CH3:21])[CH3:19])=[O:16])=[O:10])[C:2]1[CH:3]=[CH:4][CH:5]=[CH:6][CH:7]=1, predict the reactants needed to synthesize it. The reactants are: [CH2:1]([O:8][C:9]([N:11]([CH3:27])[C@@H:12]([C@@H:23]([CH3:26])[CH2:24][CH3:25])[C@H:13]([OH:22])[CH2:14][C:15]([O:17][C:18]([CH3:21])([CH3:20])[CH3:19])=[O:16])=[O:10])[C:2]1[CH:7]=[CH:6][CH:5]=[CH:4][CH:3]=1.[CH3:28]N(C1C2C(N(C)C)=CC=CC=2C=CC=1)C.F[B-](F)(F)F.C[O+](C)C.